This data is from Experimentally validated miRNA-target interactions with 360,000+ pairs, plus equal number of negative samples. The task is: Binary Classification. Given a miRNA mature sequence and a target amino acid sequence, predict their likelihood of interaction. (1) The miRNA is hsa-miR-3978 with sequence GUGGAAAGCAUGCAUCCAGGGUGU. The protein sequence of the target gene is MMEELHSLDPRRQELLEARFTGVGVSKGPLNSESSNQSLCSVGSLSDKEVETPEKKQNDQRNRKRKAEPYDTSQGKGTPRGHKISDYFERRAEQPLYGLDGSAAKEASEEQSALPTLMSVMLAKPRLDTEQLAPRGAGLCFTFVSAQQNSPSSTGSGNTEHSCSSQKQISIQHRQTQSDLTIEKISALENSKNSDLEKKEGRIDDLLRANCDLRRQIDEQQKMLEKYKERLNRCVTMSKKLLIEKSKQEKMACRDKSMQDRLRLGHFTTVRHGASFTEQWTDGYAFQNLIKQQERINSQR.... Result: 0 (no interaction). (2) The miRNA is hsa-miR-4256 with sequence AUCUGACCUGAUGAAGGU. The protein sequence of the target gene is MAAGSDLLDEVFFNSEVDEKVVSDLVGSLESQLAASAAHHHHLAPRTPEVRAAAAGALGNHVVSGSPAGAAGAGPAAPAEGAPGAAPEPPPAGRARPGGGGPQRPGPPSPRRPLVPAGPAPPAAKLRPPPEGSAGSCAPVPAAAAVAAGPEPAPAGPAKPAGPAALAARAGPGPGPGPGPGPGPGPGKPAGPGAAQTLNGSAALLNSHHAAAPAVSLVNNGPAALLPLPKPAAPGTVIQTPPFVGAAAPPAPAAPSPPAAPAPAAPAAAPPPPPPAPATLARPPGHPAGPPTAAPAVPPP.... Result: 0 (no interaction).